Task: Predict the reaction yield, written as a fraction of the theoretical maximum amount of product (1.0 means a 100% yield; for example, 0.34 means a 34% yield).. Dataset: Reaction yield outcomes from USPTO patents with 853,638 reactions (1) The reactants are [Cl-].[Al+3].[Cl-].[Cl-].[C:5](Cl)(=[O:7])[CH3:6].[CH3:9][N:10]1[CH:14]=[CH:13][CH:12]=[C:11]1[CH:15]=[O:16]. The catalyst is ClCCl. The product is [C:5]([C:13]1[CH:12]=[C:11]([CH:15]=[O:16])[N:10]([CH3:9])[CH:14]=1)(=[O:7])[CH3:6]. The yield is 0.940. (2) The reactants are C([O:3][C:4]([C:6]1[CH:19]=[N:18][C:17]2[C:8](=[CH:9][CH:10]=[C:11]3[C:16]=2[N:15]=[CH:14][CH:13]([N+:20]([O-:22])=[O:21])[C:12]3=[O:23])[CH:7]=1)=[O:5])C.[OH-].[Na+].C(O)(=O)C. The catalyst is O. The product is [C:4]([C:6]1[CH:19]=[N:18][C:17]2[C:8](=[CH:9][CH:10]=[C:11]3[C:16]=2[N:15]=[CH:14][CH:13]([N+:20]([O-:22])=[O:21])[C:12]3=[O:23])[CH:7]=1)([OH:5])=[O:3]. The yield is 0.980. (3) The reactants are [F:1][C:2]([F:35])([F:34])[C:3]1[CH:4]=[C:5]([C:13]([N:15]2[CH2:20][CH2:19][C@H:18]([C:21]3[CH:26]=[CH:25][CH:24]=[C:23](Br)[CH:22]=3)[C@H:17]([C:28]3[CH:33]=[CH:32][CH:31]=[CH:30][CH:29]=3)[CH2:16]2)=[O:14])[CH:6]=[C:7]([C:9]([F:12])([F:11])[F:10])[CH:8]=1.[CH3:36][N:37]1[CH2:42][CH2:41][NH:40][CH2:39][CH2:38]1.CC(C)([O-])C.[Na+]. The catalyst is C1(C)C=CC=CC=1.O.C1(P(C2C=CC=CC=2)C2C=CC3C(=CC=CC=3)C=2C2C3C(=CC=CC=3)C=CC=2P(C2C=CC=CC=2)C2C=CC=CC=2)C=CC=CC=1. The product is [F:1][C:2]([F:35])([F:34])[C:3]1[CH:4]=[C:5]([C:13]([N:15]2[CH2:20][CH2:19][C@H:18]([C:21]3[CH:26]=[CH:25][CH:24]=[C:23]([N:40]4[CH2:41][CH2:42][N:37]([CH3:36])[CH2:38][CH2:39]4)[CH:22]=3)[C@H:17]([C:28]3[CH:33]=[CH:32][CH:31]=[CH:30][CH:29]=3)[CH2:16]2)=[O:14])[CH:6]=[C:7]([C:9]([F:12])([F:11])[F:10])[CH:8]=1. The yield is 0.380.